Dataset: Forward reaction prediction with 1.9M reactions from USPTO patents (1976-2016). Task: Predict the product of the given reaction. (1) Given the reactants [C:1]([NH:8][C:9]1[CH:14]=[CH:13][C:12]([NH2:15])=[CH:11][CH:10]=1)([O:3]C(C)(C)C)=O.C(N(CC)CC)C.[CH3:23][C:24]1[CH:25]=[C:26]([CH:30]=[CH:31][CH:32]=1)C(Cl)=O, predict the reaction product. The product is: [NH2:15][C:12]1[CH:11]=[CH:10][C:9]([NH:8][C:1](=[O:3])[C:31]2[CH:30]=[CH:26][CH:25]=[C:24]([CH3:23])[CH:32]=2)=[CH:14][CH:13]=1. (2) Given the reactants [NH2:1][S:2]([C:5]1[C:6]([Cl:16])=[CH:7][C:8]([F:15])=[C:9]([CH:14]=1)[C:10](OC)=[O:11])(=[O:4])=[O:3].[Cl-].[Cl-].[Ca+2].[BH4-].[Na+], predict the reaction product. The product is: [Cl:16][C:6]1[CH:7]=[C:8]([F:15])[C:9]([CH2:10][OH:11])=[CH:14][C:5]=1[S:2]([NH2:1])(=[O:3])=[O:4]. (3) Given the reactants C1([C@H]([NH:13][CH2:14][CH:15]2[CH2:20][CH2:19][N:18]([C:21](=[O:26])[C:22]([F:25])([F:24])[F:23])[CH2:17][CH:16]2[C:27]2[CH:32]=[CH:31][CH:30]=[CH:29][CH:28]=2)C)C2C(=CC=CC=2)C=CC=1.C(N([CH2:38][CH3:39])CC)C.[C:51]([O:50][C:48](O[C:48]([O:50][C:51]([CH3:54])([CH3:53])C)=[O:49])=[O:49])(C)([CH3:54])[CH3:53], predict the reaction product. The product is: [C:27]1([CH:16]2[CH:15]([CH2:14][NH:13][C:48](=[O:49])[O:50][C@@H:51]([C:53]3[C:38]4[C:39](=[CH:14][CH:15]=[CH:20][CH:19]=4)[CH:31]=[CH:30][CH:29]=3)[CH2:54][C:27]([CH3:32])([CH3:16])[CH3:28])[CH2:20][CH2:19][N:18]([C:21](=[O:26])[C:22]([F:24])([F:25])[F:23])[CH2:17]2)[CH:28]=[CH:29][CH:30]=[CH:31][CH:32]=1. (4) Given the reactants [N+:1]([C:4]1[CH:9]=[CH:8][C:7]([C:10]([P:13](=[O:20])([O:17][CH2:18][CH3:19])[O:14][CH2:15][CH3:16])([CH3:12])[CH3:11])=[CH:6][CH:5]=1)([O-])=O, predict the reaction product. The product is: [NH2:1][C:4]1[CH:5]=[CH:6][C:7]([C:10]([P:13](=[O:20])([O:14][CH2:15][CH3:16])[O:17][CH2:18][CH3:19])([CH3:12])[CH3:11])=[CH:8][CH:9]=1. (5) Given the reactants Cl.Cl[S:3]([CH2:6][C:7]1[CH:8]=[N:9][CH:10]=[CH:11][CH:12]=1)(=[O:5])=[O:4].[CH3:13][O:14][C:15](=[O:37])[C@H:16]([CH2:33][CH2:34][S:35][CH3:36])[NH:17][C:18](=[O:32])[C:19]1[CH:24]=[CH:23][C:22]([NH2:25])=[CH:21][C:20]=1[C:26]1[CH:31]=[CH:30][CH:29]=[CH:28][CH:27]=1.C(N(CC)CC)C, predict the reaction product. The product is: [CH3:13][O:14][C:15](=[O:37])[C@H:16]([CH2:33][CH2:34][S:35][CH3:36])[NH:17][C:18](=[O:32])[C:19]1[CH:24]=[CH:23][C:22]([NH:25][C:8]2[C:7]([CH:6]=[S:3](=[O:5])=[O:4])=[CH:12][CH:11]=[CH:10][N:9]=2)=[CH:21][C:20]=1[C:26]1[CH:27]=[CH:28][CH:29]=[CH:30][CH:31]=1. (6) Given the reactants [CH:1](=O)[C:2]1[CH:7]=[CH:6][CH:5]=[CH:4][CH:3]=1.C(O)(=O)[CH2:10][C:11]([OH:13])=[O:12].N1CCCCC1.N1C=CC=CC=1.Cl, predict the reaction product. The product is: [C:11]([OH:13])(=[O:12])[CH:10]=[CH:1][C:2]1[CH:7]=[CH:6][CH:5]=[CH:4][CH:3]=1.